From a dataset of Catalyst prediction with 721,799 reactions and 888 catalyst types from USPTO. Predict which catalyst facilitates the given reaction. Reactant: Br[C:2]1[C:3]2[CH:12]=[C:11]([C:13]([NH:15][CH2:16][CH3:17])=[O:14])[NH:10][C:4]=2[C:5](=[O:9])[N:6]([CH3:8])[CH:7]=1.[CH3:18][C:19]1([CH3:35])[C:23]([CH3:25])([CH3:24])[O:22][B:21]([B:21]2[O:22][C:23]([CH3:25])([CH3:24])[C:19]([CH3:35])([CH3:18])[O:20]2)[O:20]1.C1(P(C2CCCCC2)C2C=CC=CC=2C2C(C(C)C)=CC(C(C)C)=CC=2C(C)C)CCCCC1.C([O-])(=O)C.[K+]. Product: [CH2:16]([NH:15][C:13]([C:11]1[NH:10][C:4]2[C:5](=[O:9])[N:6]([CH3:8])[CH:7]=[C:2]([B:21]3[O:22][C:23]([CH3:25])([CH3:24])[C:19]([CH3:35])([CH3:18])[O:20]3)[C:3]=2[CH:12]=1)=[O:14])[CH3:17]. The catalyst class is: 110.